This data is from Forward reaction prediction with 1.9M reactions from USPTO patents (1976-2016). The task is: Predict the product of the given reaction. Given the reactants [N:1]1[C:10]2[C:5](=[CH:6][CH:7]=[CH:8][CH:9]=2)[CH:4]=[C:3]([C:11]2[C:19]3[C:14](=[CH:15][CH:16]=[C:17](B4OC(C)(C)C(C)(C)O4)[CH:18]=3)[N:13]([C:29]([O:31][C:32]([CH3:35])([CH3:34])[CH3:33])=[O:30])[CH:12]=2)[CH:2]=1.Br[C:37]1[S:38][C:39]([S:42][CH3:43])=[N:40][N:41]=1.C(=O)([O-])[O-].[K+].[K+].O, predict the reaction product. The product is: [CH3:43][S:42][C:39]1[S:38][C:37]([C:17]2[CH:18]=[C:19]3[C:14](=[CH:15][CH:16]=2)[N:13]([C:29]([O:31][C:32]([CH3:33])([CH3:34])[CH3:35])=[O:30])[CH:12]=[C:11]3[C:3]2[CH:2]=[N:1][C:10]3[C:5]([CH:4]=2)=[CH:6][CH:7]=[CH:8][CH:9]=3)=[N:41][N:40]=1.